From a dataset of Full USPTO retrosynthesis dataset with 1.9M reactions from patents (1976-2016). Predict the reactants needed to synthesize the given product. The reactants are: [CH2:1]([O:3][C:4](=[O:37])[CH2:5][C@@H:6]([NH:21][C:22]1[C:27](Br)=[CH:26][N:25]=[C:24]([N:29]([CH:31]2[CH2:36][CH2:35][CH2:34][CH2:33][CH2:32]2)[CH3:30])[N:23]=1)[C:7]1[CH:12]=[CH:11][C:10]([O:13][Si](C(C)(C)C)(C)C)=[CH:9][CH:8]=1)[CH3:2].[F:38][C:39]1[CH:44]=[CH:43][CH:42]=[CH:41][C:40]=1B(O)O.[O-]P([O-])([O-])=O.[K+].[K+].[K+]. Given the product [CH2:1]([O:3][C:4](=[O:37])[CH2:5][C@@H:6]([NH:21][C:22]1[C:27]([C:40]2[CH:41]=[CH:42][CH:43]=[CH:44][C:39]=2[F:38])=[CH:26][N:25]=[C:24]([N:29]([CH:31]2[CH2:32][CH2:33][CH2:34][CH2:35][CH2:36]2)[CH3:30])[N:23]=1)[C:7]1[CH:8]=[CH:9][C:10]([OH:13])=[CH:11][CH:12]=1)[CH3:2], predict the reactants needed to synthesize it.